Dataset: Full USPTO retrosynthesis dataset with 1.9M reactions from patents (1976-2016). Task: Predict the reactants needed to synthesize the given product. Given the product [ClH:84].[OH:9][C:3]1[C:2]([CH2:10][CH2:11][NH2:12])=[CH:1][C:6]([OH:7])=[C:5]([OH:8])[CH:4]=1, predict the reactants needed to synthesize it. The reactants are: [CH:1]1[C:6]([OH:7])=[C:5]([OH:8])[CH:4]=[C:3]([OH:9])[C:2]=1[CH2:10][CH2:11][NH2:12].O=C1O[C@H]([C@H](CO)O)C(O)=C1O.CNCCCN1C2C=CC=CC=2CCC2C=CC=CC1=2.CN1[C@@H]2CC3C=CC(O)=C(O)C=3C3C2=C(C=CC=3)CC1.CCCN(CCC1C=CC=C2NC(=O)CC=12)CCC.[ClH:84].